From a dataset of Full USPTO retrosynthesis dataset with 1.9M reactions from patents (1976-2016). Predict the reactants needed to synthesize the given product. Given the product [CH2:1]([O:8][CH:9]([C:11]1[NH:16][C:15](=[O:17])[C:14]2=[CH:18][N:19]=[C:20]([C:36]3[CH2:41][CH2:40][O:39][CH2:38][CH:37]=3)[N:13]2[N:12]=1)[CH3:10])[C:2]1[CH:7]=[CH:6][CH:5]=[CH:4][CH:3]=1, predict the reactants needed to synthesize it. The reactants are: [CH2:1]([O:8][CH:9]([C:11]1[NH:16][C:15](=[O:17])[C:14]2=[CH:18][N:19]=[C:20](I)[N:13]2[N:12]=1)[CH3:10])[C:2]1[CH:7]=[CH:6][CH:5]=[CH:4][CH:3]=1.C([O-])([O-])=O.[Cs+].[Cs+].CC1(C)C(C)(C)OB([C:36]2[CH2:37][CH2:38][O:39][CH2:40][CH:41]=2)O1.